This data is from Full USPTO retrosynthesis dataset with 1.9M reactions from patents (1976-2016). The task is: Predict the reactants needed to synthesize the given product. (1) The reactants are: COC(=O)CCCCCO[C:10]1[CH:15]=[CH:14][C:13]([NH2:16])=[C:12]([NH2:17])[CH:11]=1.[CH3:19]OC(OC)(OC)C1C=CC=CC=1. Given the product [N:17]1[C:12]2[CH:11]=[CH:10][CH:15]=[CH:14][C:13]=2[NH:16][CH:19]=1, predict the reactants needed to synthesize it. (2) Given the product [NH2:29][C:6]1[N:7]=[C:8]([C:12]2[C:20]3[C:15](=[N:16][CH:17]=[CH:18][CH:19]=3)[N:14]([CH2:21][C:22]3[CH:27]=[CH:26][CH:25]=[CH:24][C:23]=3[F:28])[N:13]=2)[N:9]=[C:10]2[C:5]=1[N:4]([CH2:3][C:2]([CH3:31])([CH3:30])[CH3:1])[C:37](=[O:38])[NH:11]2, predict the reactants needed to synthesize it. The reactants are: [CH3:1][C:2]([CH3:31])([CH3:30])[CH2:3][NH:4][C:5]1[C:6]([NH2:29])=[N:7][C:8]([C:12]2[C:20]3[C:15](=[N:16][CH:17]=[CH:18][CH:19]=3)[N:14]([CH2:21][C:22]3[CH:27]=[CH:26][CH:25]=[CH:24][C:23]=3[F:28])[N:13]=2)=[N:9][C:10]=1[NH2:11].C1N=CN([C:37](N2C=NC=C2)=[O:38])C=1.C(N(CC)CC)C. (3) Given the product [CH3:1][O:2][C:3]1[CH:10]=[CH:9][C:6]([CH2:7][NH:11][C:12]2[CH:13]=[C:14]([CH:22]=[CH:23][CH:24]=2)[C:15]([O:17][C:18]([CH3:20])([CH3:21])[CH3:19])=[O:16])=[CH:5][CH:4]=1, predict the reactants needed to synthesize it. The reactants are: [CH3:1][O:2][C:3]1[CH:10]=[CH:9][C:6]([CH:7]=O)=[CH:5][CH:4]=1.[NH2:11][C:12]1[CH:13]=[C:14]([CH:22]=[CH:23][CH:24]=1)[C:15]([O:17][C:18]([CH3:21])([CH3:20])[CH3:19])=[O:16].COC1C=CC(CNC2CCC2)=CC=1. (4) Given the product [CH3:1][C:2]1[S:6]/[C:5](=[N:7]\[CH2:20][C:21]2[CH:30]=[CH:29][CH:28]=[CH:27][C:22]=2[C:23]([O:25][CH3:26])=[O:24])/[N:4]([CH2:8][C:9]2[C:18]3[C:13](=[CH:14][CH:15]=[CH:16][CH:17]=3)[CH:12]=[CH:11][CH:10]=2)[CH:3]=1, predict the reactants needed to synthesize it. The reactants are: [CH3:1][C:2]1[S:6][C:5](=[NH:7])[N:4]([CH2:8][C:9]2[C:18]3[C:13](=[CH:14][CH:15]=[CH:16][CH:17]=3)[CH:12]=[CH:11][CH:10]=2)[CH:3]=1.Br[CH2:20][C:21]1[CH:30]=[CH:29][CH:28]=[CH:27][C:22]=1[C:23]([O:25][CH3:26])=[O:24]. (5) The reactants are: [Cl:1][C:2]1[CH:10]=[C:9]([Cl:11])[CH:8]=[C:7]([Cl:12])[C:3]=1[C:4]([OH:6])=O.[NH2:13][C:14]1[CH:19]=[CH:18][N:17]=[CH:16][CH:15]=1.CN(C(ON1N=NC2C=CC=NC1=2)=[N+](C)C)C.F[P-](F)(F)(F)(F)F.CCN(C(C)C)C(C)C. Given the product [Cl:12][C:7]1[CH:8]=[C:9]([Cl:11])[CH:10]=[C:2]([Cl:1])[C:3]=1[C:4]([NH:13][C:14]1[CH:19]=[CH:18][N:17]=[CH:16][CH:15]=1)=[O:6], predict the reactants needed to synthesize it. (6) Given the product [OH:45][N:44]=[C:21]([C:19]1[CH:18]=[CH:17][CH:16]=[C:15]([C:12]2[CH:13]=[CH:14][C:9]([O:46][CH3:1])=[C:10]([CH:23]3[C:24]4[C:25](=[O:42])[CH2:26][C:27]([CH3:41])([CH3:40])[CH2:28][C:29]=4[O:30][C:31]4[CH2:32][C:33]([CH3:39])([CH3:38])[CH2:34][C:35](=[O:37])[C:36]3=4)[CH:11]=2)[N:20]=1)[NH2:22], predict the reactants needed to synthesize it. The reactants are: [C:1](=O)([O-])[O-].[Na+].[Na+].CO[C:9]1[CH:14]=[CH:13][C:12]([C:15]2[N:20]=[C:19]([C:21]#[N:22])[CH:18]=[CH:17][CH:16]=2)=[CH:11][C:10]=1[CH:23]1[C:36]2[C:35](=[O:37])[CH2:34][C:33]([CH3:39])([CH3:38])[CH2:32][C:31]=2[O:30][C:29]2[CH2:28][C:27]([CH3:41])([CH3:40])[CH2:26][C:25](=[O:42])[C:24]1=2.Cl.[NH2:44][OH:45].[OH2:46]. (7) Given the product [NH2:40][C@@:41]12[CH2:48][CH2:47][CH2:46][C@:45]1([F:49])[CH2:44][N:43]([C:21]1[C:22]([Cl:24])=[C:23]3[C:18]([C:17](=[O:27])[C:16]([C:28]([OH:30])=[O:29])=[CH:15][N:14]3[C:12]3[C:11]([F:31])=[CH:10][C:9]([F:32])=[C:8]([NH2:7])[N:13]=3)=[CH:19][C:20]=1[F:26])[CH2:42]2, predict the reactants needed to synthesize it. The reactants are: CN1CCCC1.[NH2:7][C:8]1[N:13]=[C:12]([N:14]2[C:23]3[C:18](=[CH:19][C:20]([F:26])=[C:21](F)[C:22]=3[Cl:24])[C:17](=[O:27])[C:16]([C:28]([OH:30])=[O:29])=[CH:15]2)[C:11]([F:31])=[CH:10][C:9]=1[F:32].C(OC([NH:40][C@@:41]12[CH2:48][CH2:47][CH2:46][C@:45]1([F:49])[CH2:44][NH:43][CH2:42]2)=O)(C)(C)C. (8) Given the product [NH2:1][C:2]1[C:7]([O:8][CH2:38][C:39]([O:41][C:42]([CH3:45])([CH3:44])[CH3:43])=[O:40])=[C:6]([NH2:9])[N:5]=[C:4]([C:10]2[C:14]([CH3:15])=[C:13]([CH:16]3[CH2:18][CH2:17]3)[N:12]([CH2:19][C:20]3[C:21]([F:30])=[CH:22][C:23]([O:27][CH2:28][CH3:29])=[CH:24][C:25]=3[F:26])[N:11]=2)[N:3]=1, predict the reactants needed to synthesize it. The reactants are: [NH2:1][C:2]1[C:7]([OH:8])=[C:6]([NH2:9])[N:5]=[C:4]([C:10]2[C:14]([CH3:15])=[C:13]([CH:16]3[CH2:18][CH2:17]3)[N:12]([CH2:19][C:20]3[C:25]([F:26])=[CH:24][C:23]([O:27][CH2:28][CH3:29])=[CH:22][C:21]=3[F:30])[N:11]=2)[N:3]=1.C(=O)([O-])[O-].[Cs+].[Cs+].Br[CH2:38][C:39]([O:41][C:42]([CH3:45])([CH3:44])[CH3:43])=[O:40].